This data is from Catalyst prediction with 721,799 reactions and 888 catalyst types from USPTO. The task is: Predict which catalyst facilitates the given reaction. (1) Reactant: [CH2:1]([C:5]1[N:6]=[C:7]([CH3:42])[N:8]([C:36]2[CH:41]=[CH:40][CH:39]=[CH:38][N:37]=2)[C:9](=[O:35])[C:10]=1[CH2:11][C:12]1[CH:28]=[C:27]([CH2:29][CH2:30][CH3:31])[C:15]([O:16][CH:17]([C:21]2[CH:26]=[CH:25][CH:24]=[CH:23][CH:22]=2)[C:18](O)=[O:19])=[C:14]([CH2:32][CH2:33][CH3:34])[CH:13]=1)[CH2:2][CH2:3][CH3:4].[CH3:43][S:44]([NH2:47])(=[O:46])=[O:45].N12CCCN=C1CCCCC2.Cl. Product: [CH2:1]([C:5]1[N:6]=[C:7]([CH3:42])[N:8]([C:36]2[CH:41]=[CH:40][CH:39]=[CH:38][N:37]=2)[C:9](=[O:35])[C:10]=1[CH2:11][C:12]1[CH:28]=[C:27]([CH2:29][CH2:30][CH3:31])[C:15]([O:16][CH:17]([C:21]2[CH:22]=[CH:23][CH:24]=[CH:25][CH:26]=2)[C:18]([NH:47][S:44]([CH3:43])(=[O:46])=[O:45])=[O:19])=[C:14]([CH2:32][CH2:33][CH3:34])[CH:13]=1)[CH2:2][CH2:3][CH3:4]. The catalyst class is: 9. (2) Reactant: [NH2:1][CH2:2][C:3]1[N:4]=[N:5][N:6]([CH2:8][CH2:9][CH2:10][CH2:11][N:12]2[CH:16]=[C:15]([C:17]([NH:19][CH2:20][C:21]3[CH:26]=[CH:25][CH:24]=[C:23]([O:27][C:28]([F:31])([F:30])[F:29])[CH:22]=3)=[O:18])[N:14]=[N:13]2)[CH:7]=1.[CH3:32][S:33](Cl)(=[O:35])=[O:34]. Product: [CH3:32][S:33]([NH:1][CH2:2][C:3]1[N:4]=[N:5][N:6]([CH2:8][CH2:9][CH2:10][CH2:11][N:12]2[CH:16]=[C:15]([C:17]([NH:19][CH2:20][C:21]3[CH:26]=[CH:25][CH:24]=[C:23]([O:27][C:28]([F:29])([F:30])[F:31])[CH:22]=3)=[O:18])[N:14]=[N:13]2)[CH:7]=1)(=[O:35])=[O:34]. The catalyst class is: 2. (3) Reactant: [CH2:1]([N:8]1[CH2:13][CH2:12][N:11]([CH2:14][CH:15]([C:18]2([OH:31])[CH2:27][CH2:26][C@:25]3([CH3:28])[C:20](=[C:21]([CH3:29])[CH2:22][CH2:23][CH2:24]3)[C@@H:19]2O)[CH2:16][OH:17])[CH2:10][CH2:9]1)[C:2]1[CH:7]=[CH:6][CH:5]=[CH:4][CH:3]=1.C1(C)C=CC(S(Cl)(=O)=O)=CC=1. Product: [CH2:1]([N:8]1[CH2:13][CH2:12][N:11]([CH2:14][CH:15]2[CH2:16][O:17][C@H:27]3[C:26]4[C@@:21]([CH3:29])([CH2:20][CH2:19][C:18]23[OH:31])[CH2:22][CH2:23][CH2:24][C:25]=4[CH3:28])[CH2:10][CH2:9]1)[C:2]1[CH:7]=[CH:6][CH:5]=[CH:4][CH:3]=1. The catalyst class is: 17. (4) Reactant: [OH:1][CH2:2][C:3]1[CH:8]=[CH:7][C:6]([N:9]([C:20]2[CH:25]=[CH:24][C:23]([CH2:26][OH:27])=[CH:22][CH:21]=2)[C:10]2[CH:15]=[CH:14][C:13]([CH2:16][OH:17])=[C:12]([O:18][CH3:19])[CH:11]=2)=[CH:5][CH:4]=1. Product: [CH:2]([C:3]1[CH:8]=[CH:7][C:6]([N:9]([C:20]2[CH:21]=[CH:22][C:23]([CH:26]=[O:27])=[CH:24][CH:25]=2)[C:10]2[CH:15]=[CH:14][C:13]([CH:16]=[O:17])=[C:12]([O:18][CH3:19])[CH:11]=2)=[CH:5][CH:4]=1)=[O:1]. The catalyst class is: 704.